This data is from Reaction yield outcomes from USPTO patents with 853,638 reactions. The task is: Predict the reaction yield, written as a fraction of the theoretical maximum amount of product (1.0 means a 100% yield; for example, 0.34 means a 34% yield). (1) The reactants are [C:1]1(=[C:6]([N:10]2[CH:14]=[C:13]([C:15]3[C:16]4[CH:23]=[CH:22][N:21](COCC[Si](C)(C)C)[C:17]=4[N:18]=[CH:19][N:20]=3)[CH:12]=[N:11]2)[CH2:7][C:8]#[N:9])[CH2:5][CH2:4][CH2:3][CH2:2]1. The catalyst is C(Cl)Cl.C(O)(C(F)(F)F)=O. The product is [C:1]1(=[C:6]([N:10]2[CH:14]=[C:13]([C:15]3[C:16]4[CH:23]=[CH:22][NH:21][C:17]=4[N:18]=[CH:19][N:20]=3)[CH:12]=[N:11]2)[CH2:7][C:8]#[N:9])[CH2:5][CH2:4][CH2:3][CH2:2]1. The yield is 0.330. (2) The reactants are Cl.[CH2:2]([O:4][C:5](=[O:14])[CH2:6][NH:7]C1C=CC=CC=1)[CH3:3].[CH:15](=O)[C:16]1[CH:21]=[CH:20][CH:19]=[CH:18][CH:17]=1.S([O-])([O-])(=O)=O.[Mg+2].C(N(CC)CC)C. The catalyst is O.C(OCC)C.ClCCl. The product is [C:16]1([CH:15]=[N:7][CH2:6][C:5]([O:4][CH2:2][CH3:3])=[O:14])[CH:21]=[CH:20][CH:19]=[CH:18][CH:17]=1. The yield is 0.940. (3) The reactants are [Cl:1][C:2]1[C:7]2[N:8]=[C:9]([NH2:11])[S:10][C:6]=2[CH:5]=[CH:4][CH:3]=1.[C:12](N1C=CN=C1)([N:14]1[CH:18]=[CH:17][N:16]=[CH:15]1)=[S:13]. The catalyst is C(#N)C. The product is [Cl:1][C:2]1[C:7]2[N:8]=[C:9]([NH:11][C:12]([N:14]3[CH:18]=[CH:17][N:16]=[CH:15]3)=[S:13])[S:10][C:6]=2[CH:5]=[CH:4][CH:3]=1. The yield is 0.185. (4) The reactants are [NH2:1][C:2]1[CH:3]=[C:4]([CH:15]=[CH:16][C:17]=1[F:18])[O:5][C:6]1[CH:7]=[CH:8][C:9]([C:12](O)=[O:13])=[N:10][CH:11]=1.B. The catalyst is C1COCC1. The product is [NH2:1][C:2]1[CH:3]=[C:4]([CH:15]=[CH:16][C:17]=1[F:18])[O:5][C:6]1[CH:7]=[CH:8][C:9]([CH2:12][OH:13])=[N:10][CH:11]=1. The yield is 0.980. (5) The reactants are O=[C:2]1[CH:7]([C:8]2[CH:13]=[CH:12][CH:11]=[CH:10][CH:9]=2)[NH:6][CH2:5][CH2:4][NH:3]1.O.[OH-].[Na+]. The catalyst is C1COCC1. The product is [C:8]1([CH:7]2[CH2:2][NH:3][CH2:4][CH2:5][NH:6]2)[CH:9]=[CH:10][CH:11]=[CH:12][CH:13]=1. The yield is 0.600. (6) The reactants are Cl[C:2]1[CH:7]=[C:6]([CH2:8][CH3:9])[N:5]=[C:4]([C:10]2[CH:15]=[CH:14][CH:13]=[C:12]([Cl:16])[CH:11]=2)[N:3]=1.[NH2:17][C:18]1[CH:23]=[CH:22][C:21]([CH2:24][C:25]([NH2:27])=[O:26])=[CH:20][CH:19]=1.Cl.C([O-])(O)=O.[Na+]. The catalyst is O1CCOCC1.C(O)(=O)C. The product is [Cl:16][C:12]1[CH:11]=[C:10]([C:4]2[N:3]=[C:2]([NH:17][C:18]3[CH:19]=[CH:20][C:21]([CH2:24][C:25]([NH2:27])=[O:26])=[CH:22][CH:23]=3)[CH:7]=[C:6]([CH2:8][CH3:9])[N:5]=2)[CH:15]=[CH:14][CH:13]=1. The yield is 0.620. (7) The reactants are [CH2:1]([C:8]1[CH:13]=[C:12]([CH3:14])[N:11]=[C:10](Cl)[N:9]=1)[C:2]1[CH:7]=[CH:6][CH:5]=[CH:4][CH:3]=1.CO.C(=O)([O-])[O-].[K+].[K+].C1(P(C2CCCCC2)C2C=CC=CC=2C2C=CC=CC=2)CCCCC1.[NH2:49][C:50]1[CH:55]=[CH:54][C:53]([N:56]2[CH:60]=[C:59]([CH2:61][OH:62])[N:58]=[CH:57]2)=[CH:52][CH:51]=1. The catalyst is O1CCOCC1.CN(C)C(=O)C.C([O-])(=O)C.[Pd+2].C([O-])(=O)C. The product is [CH2:1]([C:8]1[CH:13]=[C:12]([CH3:14])[N:11]=[C:10]([NH:49][C:50]2[CH:51]=[CH:52][C:53]([N:56]3[CH:60]=[C:59]([CH2:61][OH:62])[N:58]=[CH:57]3)=[CH:54][CH:55]=2)[N:9]=1)[C:2]1[CH:7]=[CH:6][CH:5]=[CH:4][CH:3]=1. The yield is 0.130.